From a dataset of Forward reaction prediction with 1.9M reactions from USPTO patents (1976-2016). Predict the product of the given reaction. Given the reactants [N:1]1[CH:6]=[CH:5][CH:4]=[CH:3][C:2]=1[C:7]1[CH:8]=[CH:9][C:10]2[C:11]3[N:25](C4CCCCO4)[NH:24][CH2:23][C:12]=3[C:13](=[O:22])[N:14]([CH2:17][C:18]([F:21])([F:20])[F:19])[C:15]=2[CH:16]=1.N1C=CC=CC=1C1C=CC2C3C(=CN(C4CCCCO4)N=3)C(=O)N(CC(F)(F)F)C=2C=1.[Cl:63]N1C(=O)CCC1=O, predict the reaction product. The product is: [Cl:63][C:8]1[C:7]([C:2]2[CH:3]=[CH:4][CH:5]=[CH:6][N:1]=2)=[CH:16][C:15]2[N:14]([CH2:17][C:18]([F:21])([F:20])[F:19])[C:13](=[O:22])[C:12]3[CH:23]=[N:24][NH:25][C:11]=3[C:10]=2[CH:9]=1.